From a dataset of NCI-60 drug combinations with 297,098 pairs across 59 cell lines. Regression. Given two drug SMILES strings and cell line genomic features, predict the synergy score measuring deviation from expected non-interaction effect. (1) Drug 1: CCC1=CC2CC(C3=C(CN(C2)C1)C4=CC=CC=C4N3)(C5=C(C=C6C(=C5)C78CCN9C7C(C=CC9)(C(C(C8N6C)(C(=O)OC)O)OC(=O)C)CC)OC)C(=O)OC.C(C(C(=O)O)O)(C(=O)O)O. Drug 2: C1=CN(C(=O)N=C1N)C2C(C(C(O2)CO)O)O.Cl. Cell line: ACHN. Synergy scores: CSS=56.6, Synergy_ZIP=-4.07, Synergy_Bliss=-1.36, Synergy_Loewe=-9.18, Synergy_HSA=2.28. (2) Drug 1: CN1CCC(CC1)COC2=C(C=C3C(=C2)N=CN=C3NC4=C(C=C(C=C4)Br)F)OC. Drug 2: C1=NC2=C(N1)C(=S)N=C(N2)N. Cell line: HCT116. Synergy scores: CSS=41.6, Synergy_ZIP=2.52, Synergy_Bliss=1.90, Synergy_Loewe=-7.45, Synergy_HSA=1.97. (3) Cell line: NCI-H226. Drug 1: CCC1=CC2CC(C3=C(CN(C2)C1)C4=CC=CC=C4N3)(C5=C(C=C6C(=C5)C78CCN9C7C(C=CC9)(C(C(C8N6C)(C(=O)OC)O)OC(=O)C)CC)OC)C(=O)OC.C(C(C(=O)O)O)(C(=O)O)O. Drug 2: CCC1(CC2CC(C3=C(CCN(C2)C1)C4=CC=CC=C4N3)(C5=C(C=C6C(=C5)C78CCN9C7C(C=CC9)(C(C(C8N6C)(C(=O)OC)O)OC(=O)C)CC)OC)C(=O)OC)O.OS(=O)(=O)O. Synergy scores: CSS=52.1, Synergy_ZIP=-4.16, Synergy_Bliss=-0.297, Synergy_Loewe=-8.64, Synergy_HSA=2.22. (4) Drug 1: CC12CCC3C(C1CCC2=O)CC(=C)C4=CC(=O)C=CC34C. Drug 2: C1=NC2=C(N1)C(=S)N=CN2. Cell line: KM12. Synergy scores: CSS=54.0, Synergy_ZIP=-0.971, Synergy_Bliss=-1.38, Synergy_Loewe=-0.201, Synergy_HSA=2.53. (5) Drug 1: C1CN1P(=S)(N2CC2)N3CC3. Drug 2: CC1=C2C(C(=O)C3(C(CC4C(C3C(C(C2(C)C)(CC1OC(=O)C(C(C5=CC=CC=C5)NC(=O)OC(C)(C)C)O)O)OC(=O)C6=CC=CC=C6)(CO4)OC(=O)C)O)C)O. Cell line: SN12C. Synergy scores: CSS=24.5, Synergy_ZIP=-4.78, Synergy_Bliss=3.16, Synergy_Loewe=4.01, Synergy_HSA=1.83. (6) Drug 1: CC12CCC3C(C1CCC2=O)CC(=C)C4=CC(=O)C=CC34C. Drug 2: COC1=NC(=NC2=C1N=CN2C3C(C(C(O3)CO)O)O)N. Cell line: NCI-H522. Synergy scores: CSS=40.3, Synergy_ZIP=4.29, Synergy_Bliss=4.50, Synergy_Loewe=3.49, Synergy_HSA=3.51. (7) Drug 1: CC12CCC(CC1=CCC3C2CCC4(C3CC=C4C5=CN=CC=C5)C)O. Drug 2: CC1=C(C=C(C=C1)C(=O)NC2=CC(=CC(=C2)C(F)(F)F)N3C=C(N=C3)C)NC4=NC=CC(=N4)C5=CN=CC=C5. Cell line: DU-145. Synergy scores: CSS=-3.04, Synergy_ZIP=3.58, Synergy_Bliss=4.14, Synergy_Loewe=-3.14, Synergy_HSA=-2.62.